The task is: Binary Classification. Given two protein amino acid sequences, predict whether they physically interact or not.. This data is from Human Reference Interactome with 51,813 positive PPI pairs across 8,248 proteins, plus equal number of experimentally-validated negative pairs. (1) Protein 1 (ENSG00000125319) has sequence MACSLQKLFAVEEEFEDEDFLSAVEDAENRFTGSLPVNAGRLRPVSSRPQETVQAQSSRLLLLHPTAPSEALGLPDLDLCLPASSTPSADSRPSCIGAAPLRPVSTSSSWIGNQRRVTVTEVLRETARPQSSALHPLLTFESQQQQVGGFEGPEQDEFDKVLASMELEEPGMELECGVSSEAIPILPAQQREGSVLAKKARVVDLSGSCQKGPVPAIHKAGIMSAQDESLDPVIQCRTPRPPLRPGAVGHLPVPTALTVPTQQLHWEVCPQRSPVQALQPLQAARGTIQSSPQNRFPCQP.... Protein 2 (ENSG00000161082) has sequence MARLTESEARRQQQQLLQPRPSPVGSSGPEPPGGQPDGMKDLDAIKLFVGQIPRHLDEKDLKPLFEQFGRIYELTVLKDPYTGMHKGCAFLTYCARDSAIKAQTALHEQKTLPGMARPIQVKPADSESRGGRDRKLFVGMLNKQQSEEDVLRLFQPFGVIDECTVLRGPDGSSKGCAFVKFSSHTEAQAAIHALHGSQTMPGASSSLVVKFADTDKERTLRRMQQMVGQLGILTPSLTLPFSPYSAYAQALMQQQTTVLSTSGSYLSPGVAFSPCHIQQIGAVSLNGLPATPIAPASGLH.... Result: 0 (the proteins do not interact). (2) Protein 1 (ENSG00000128791) has sequence MKLHYVAVLTLAILMFLTWLPESLSCNKALCASDVSKCLIQELCQCRPGEGNCSCCKECMLCLGALWDECCDCVGMCNPRNYSDTPPTSKSTVEELHEPIPSLFRALTEGDTQLNWNIVSFPVAEELSHHENLVSFLETVNQPHHQNVSVPSNNVHAPYSSDKEHMCTVVYFDDCMSIHQCKISCESMGASKYRWFHNACCECIGPECIDYGSKTVKCMNCMF*MKLHYVAVLTLAILMFLTWLPESLSCNKALCASDVSKCLIQELCQCRPGEGNCSCCKECMLCLGALWDECCDCVGM.... Protein 2 (ENSG00000185303) has sequence MWLCPLALTLILMAASGAACEVKDVCVGSPGIPGTPGSHGLPGRDGRDGVKGDPGPPGPMGPPGETPCPPGNNGLPGAPGVPGERGEKGEAGERGPPGLPAHLDEELQATLHDFRHQILQTRGALSLQGSIMTVGEKVFSSNGQSITFDAIQEACARAGGRIAVPRNPEENEAIASFVKKYNTYAYVGLTEGPSPGDFRYSDGTPVNYTNWYRGEPAGRGKEQCVEMYTDGQWNDRNCLYSRLTICEF*MWLCPLALTLILMAASGAACEVKDVCVGSPGIPGTPGSHGLPGRDGRDGVK.... Result: 0 (the proteins do not interact). (3) Result: 0 (the proteins do not interact). Protein 1 (ENSG00000189266) has sequence MGGGERYNIPAPQSRNVSKNQQQLNRQKTKEQNSQMKIVHKKKERGHGYNSSAAAWQAMQNGGKNKNFPNNQSWNSSLSGPRLLFKSQANQNYAGAKFSEPPSPSVLPKPPSHWVPVSFNPSDKEIMTFQLKTLLKVQV*MGGMLASAPRLNSADRPMKTSVLRQRKGSVRKQHLLSWAWQQGRGQVVEILQSEKQTER*. Protein 2 (ENSG00000123219) has sequence MNQEDLDPDSTTDVGDVTNTEEELIRECEEMWKDMEECQNKLSLIGTETLTDSNAQLSLLIMQVKCLTAELSQWQKKTPETIPLTEDVLITLGKEEFQKLRQDLEMVLSTKESKNEKLKEDLEREQRWLDEQQQIMESLNVLHSELKNKVETFSESRIFNELKTKMLNIKEYKEKLLSTLGEFLEDHFPLPDRSVKKKKKNIQESSVNLITLHEMLEILINRLFDVPHDPYVKISDSFWPPYVELLLRNGIALRHPEDPTRIRLEAFHQ*MWKDMEECQNKLSLIGTETLTDSNAQLSLL....